Dataset: Forward reaction prediction with 1.9M reactions from USPTO patents (1976-2016). Task: Predict the product of the given reaction. (1) Given the reactants [NH2:1][C:2]1[N:3]=[CH:4][N:5]([CH2:7][CH2:8][O:9][C:10]2[C:19]3[C:14](=[CH:15][CH:16]=[CH:17][CH:18]=3)[C:13]([NH:20][C:21]([NH:23][C:24]3[N:28]([C:29]4[CH:34]=[CH:33][C:32]([CH3:35])=[CH:31][CH:30]=4)[N:27]=[C:26]([C:36]([CH3:39])([CH3:38])[CH3:37])[CH:25]=3)=[O:22])=[CH:12][CH:11]=2)[CH:6]=1.CCN(C(C)C)C(C)C.[CH3:49][O:50][CH2:51][C:52](Cl)=[O:53], predict the reaction product. The product is: [C:36]([C:26]1[CH:25]=[C:24]([NH:23][C:21](=[O:22])[NH:20][C:13]2[C:14]3[C:19](=[CH:18][CH:17]=[CH:16][CH:15]=3)[C:10]([O:9][CH2:8][CH2:7][N:5]3[CH:6]=[C:2]([NH:1][C:52](=[O:53])[CH2:51][O:50][CH3:49])[N:3]=[CH:4]3)=[CH:11][CH:12]=2)[N:28]([C:29]2[CH:34]=[CH:33][C:32]([CH3:35])=[CH:31][CH:30]=2)[N:27]=1)([CH3:39])([CH3:38])[CH3:37]. (2) Given the reactants [Na].Cl[C:3]1[CH:8]=[C:7]([CH3:9])[N:6]=[C:5]([NH:10][C:11]2[CH:16]=[CH:15][C:14]([N:17]3[CH:21]=[C:20]([CH3:22])[N:19]=[CH:18]3)=[C:13]([O:23][CH3:24])[CH:12]=2)[N:4]=1, predict the reaction product. The product is: [CH3:18][N:17]([CH3:21])[CH2:14][CH2:13][O:23][C:3]1[CH:8]=[C:7]([CH3:9])[N:6]=[C:5]([NH:10][C:11]2[CH:16]=[CH:15][C:14]([N:17]3[CH:21]=[C:20]([CH3:22])[N:19]=[CH:18]3)=[C:13]([O:23][CH3:24])[CH:12]=2)[N:4]=1. (3) Given the reactants [CH3:1][C:2]1[CH:22]=[CH:21][C:5]([C:6]([NH:8][C:9](=[S:20])[NH:10][C:11]2[CH:16]=[CH:15][C:14]([F:17])=[C:13]([F:18])[C:12]=2F)=[O:7])=[CH:4][CH:3]=1.[H-].[Na+], predict the reaction product. The product is: [F:17][C:14]1[CH:15]=[CH:16][C:11]2[NH:10][C:9](=[N:8][C:6](=[O:7])[C:5]3[CH:21]=[CH:22][C:2]([CH3:1])=[CH:3][CH:4]=3)[S:20][C:12]=2[C:13]=1[F:18].